Dataset: Forward reaction prediction with 1.9M reactions from USPTO patents (1976-2016). Task: Predict the product of the given reaction. (1) Given the reactants BrC1C2N(C(=O)N(CC3C=NC(C(F)(F)F)=CC=3)N=2)C=CC=1Cl.[Cl:24][C:25]1[CH:30]=[CH:29][C:28](B(O)O)=[CH:27][CH:26]=1.Cl[C:35]1[CH:40]=[CH:39][N:38]2[C:41](=[O:55])[N:42]([CH2:44][C:45]3[CH:46]=[N:47][C:48]([C:51]([F:54])([F:53])[F:52])=[CH:49][CH:50]=3)[N:43]=[C:37]2[C:36]=1[C:56]1[CH:61]=[CH:60][C:59]([Cl:62])=[CH:58][CH:57]=1, predict the reaction product. The product is: [Cl:24][C:25]1[CH:30]=[CH:29][C:28]([C:35]2[CH:40]=[CH:39][N:38]3[C:41](=[O:55])[N:42]([CH2:44][C:45]4[CH:46]=[N:47][C:48]([C:51]([F:52])([F:54])[F:53])=[CH:49][CH:50]=4)[N:43]=[C:37]3[C:36]=2[C:56]2[CH:57]=[CH:58][C:59]([Cl:62])=[CH:60][CH:61]=2)=[CH:27][CH:26]=1. (2) The product is: [Cl:23][C:24]1[CH:32]=[CH:31][C:27]([C:28]([NH:7][C:6]2[CH:8]=[CH:9][C:10]([O:11][C:12]([F:13])([F:14])[F:15])=[C:4]([N+:1]([O-:3])=[O:2])[CH:5]=2)=[O:29])=[CH:26][N:25]=1. Given the reactants [N+:1]([C:4]1[CH:5]=[C:6]([CH:8]=[CH:9][C:10]=1[O:11][C:12]([F:15])([F:14])[F:13])[NH2:7])([O-:3])=[O:2].C(N(CC)CC)C.[Cl:23][C:24]1[CH:32]=[CH:31][C:27]([C:28](Cl)=[O:29])=[CH:26][N:25]=1.O, predict the reaction product. (3) Given the reactants [Br:1][C:2]1[CH:7]=[CH:6][C:5]([S:8][C:9]2[CH:14]=[CH:13][C:12]([OH:15])=[CH:11][CH:10]=2)=[C:4]([N+:16]([O-])=O)[CH:3]=1.[Cl-].[NH4+].O1CCCC1.O, predict the reaction product. The product is: [NH2:16][C:4]1[CH:3]=[C:2]([Br:1])[CH:7]=[CH:6][C:5]=1[S:8][C:9]1[CH:14]=[CH:13][C:12]([OH:15])=[CH:11][CH:10]=1. (4) Given the reactants [F:1][C:2]1[CH:16]=[CH:15][C:5]([CH2:6][CH:7]2[CH2:12][CH2:11][N:10]([CH:13]=[O:14])[CH2:9][CH2:8]2)=[CH:4][CH:3]=1.C(C1[C:28]2[C:23](=[CH:24][C:25]([Cl:32])=[C:26](C(O)=O)[CH:27]=2)[NH:22][CH:21]=1)(=O)C.[C:33]([N:40]1[CH:44]=[CH:43]N=C1)([N:35]1[CH:39]=[CH:38]N=C1)=O.Cl.FC1C=[CH:58][C:50]([CH2:51]C2CCNCC2)=[CH:49]C=1.C(O)(=O)CC(CC(O)=O)(C(O)=O)O, predict the reaction product. The product is: [C:50]([C:33]1[N:35]=[C:39]([C:38]2[C:28]3[C:23](=[CH:24][C:25]([Cl:32])=[C:26]([C:13]([N:10]4[CH2:11][CH2:12][CH:7]([CH2:6][C:5]5[CH:15]=[CH:16][C:2]([F:1])=[CH:3][CH:4]=5)[CH2:8][CH2:9]4)=[O:14])[CH:27]=3)[NH:22][CH:21]=2)[CH:43]=[CH:44][N:40]=1)([CH3:58])([CH3:51])[CH3:49]. (5) Given the reactants [Cl:1][C:2]1[C:11]2[C:6](=[CH:7][CH:8]=[C:9]([F:12])[CH:10]=2)[N:5]=[C:4]([C:13]2[CH:18]=[CH:17][CH:16]=[CH:15][C:14]=2[O:19]C)[N:3]=1.B(Br)(Br)Br, predict the reaction product. The product is: [Cl:1][C:2]1[C:11]2[C:6](=[CH:7][CH:8]=[C:9]([F:12])[CH:10]=2)[N:5]=[C:4]([C:13]2[CH:18]=[CH:17][CH:16]=[CH:15][C:14]=2[OH:19])[N:3]=1. (6) Given the reactants [Cl:1][C:2]1[C:7]([S:8](Cl)(=[O:10])=[O:9])=[CH:6][CH:5]=[CH:4][N:3]=1.[NH2:12][C:13]1[CH:14]=[C:15]([O:28][CH3:29])[C:16]([CH2:19][NH:20][C:21](=[O:27])[O:22][C:23]([CH3:26])([CH3:25])[CH3:24])=[N:17][CH:18]=1.N1C=CC=CC=1, predict the reaction product. The product is: [Cl:1][C:2]1[C:7]([S:8]([NH:12][C:13]2[CH:14]=[C:15]([O:28][CH3:29])[C:16]([CH2:19][NH:20][C:21](=[O:27])[O:22][C:23]([CH3:25])([CH3:26])[CH3:24])=[N:17][CH:18]=2)(=[O:10])=[O:9])=[CH:6][CH:5]=[CH:4][N:3]=1. (7) Given the reactants C(N(C(C)C)CC)(C)C.FC(F)(F)C(O)=O.[CH3:17][O:18][C:19](=[O:38])[CH2:20][C:21]1[CH:30]=[C:29]([CH:31]2[CH2:36][CH2:35][NH:34][CH2:33][CH2:32]2)[C:28]2[C:23](=[CH:24][CH:25]=[C:26]([F:37])[CH:27]=2)[CH:22]=1.[F:39][C:40]([F:56])([F:55])[C:41]1[CH:42]=[C:43]([S:51](Cl)(=[O:53])=[O:52])[CH:44]=[C:45]([C:47]([F:50])([F:49])[F:48])[CH:46]=1, predict the reaction product. The product is: [CH3:17][O:18][C:19](=[O:38])[CH2:20][C:21]1[CH:30]=[C:29]([CH:31]2[CH2:36][CH2:35][N:34]([S:51]([C:43]3[CH:44]=[C:45]([C:47]([F:48])([F:49])[F:50])[CH:46]=[C:41]([C:40]([F:39])([F:55])[F:56])[CH:42]=3)(=[O:53])=[O:52])[CH2:33][CH2:32]2)[C:28]2[C:23](=[CH:24][CH:25]=[C:26]([F:37])[CH:27]=2)[CH:22]=1.